Dataset: Full USPTO retrosynthesis dataset with 1.9M reactions from patents (1976-2016). Task: Predict the reactants needed to synthesize the given product. (1) Given the product [CH2:1]([S:9][C:10]1[C:31]2[C:22](=[CH:23][C:24]3[C:29]([CH:30]=2)=[CH:28][CH:27]=[CH:26][CH:25]=3)[C:21]([S:32][CH2:33][CH2:34][C:35]2[CH:40]=[CH:39][CH:38]=[CH:37][CH:36]=2)=[C:20]2[C:11]=1[CH:12]=[C:13]1[C:18](=[CH:19]2)[CH:17]=[CH:16][CH:15]=[CH:14]1)[CH2:2][C:3]1[CH:4]=[CH:5][CH:6]=[CH:7][CH:8]=1, predict the reactants needed to synthesize it. The reactants are: [CH2:1]([S:9][C@H:10]1[C:31]2[C:22](=[CH:23][C:24]3[C:29]([CH:30]=2)=[CH:28][CH:27]=[CH:26][CH:25]=3)[C@H:21]([S:32][CH2:33][CH2:34][C:35]2[CH:40]=[CH:39][CH:38]=[CH:37][CH:36]=2)[C:20]2[CH:19]=[C:18]3[C:13]([CH:14]=[CH:15][CH:16]=[CH:17]3)=[CH:12][C:11]1=2)[CH2:2][C:3]1[CH:8]=[CH:7][CH:6]=[CH:5][CH:4]=1.ClC1C(=O)C(Cl)=C(Cl)C(=O)C=1Cl.C(=O)([O-])[O-].[K+].[K+]. (2) The reactants are: [CH2:1]([O:8][N:9]([C:18]1[CH:28]=[CH:27][CH:26]=[CH:25][C:19]=1[C:20]([O:22]CC)=O)[C:10](=[O:17])[CH2:11][C:12]([O:14][CH2:15][CH3:16])=[O:13])[C:2]1[CH:7]=[CH:6][CH:5]=[CH:4][CH:3]=1.C[O-].[Na+]. Given the product [CH2:1]([O:8][N:9]1[C:18]2[C:19](=[CH:25][CH:26]=[CH:27][CH:28]=2)[C:20]([OH:22])=[C:11]([C:12]([O:14][CH2:15][CH3:16])=[O:13])[C:10]1=[O:17])[C:2]1[CH:3]=[CH:4][CH:5]=[CH:6][CH:7]=1, predict the reactants needed to synthesize it. (3) The reactants are: Br[C:2]1[CH:3]=[C:4]([CH:10]=[CH:11][CH:12]=1)[C:5]([O:7]CC)=[O:6].[N:13]1([C:19]([O:21][C:22]([CH3:25])([CH3:24])[CH3:23])=[O:20])[CH2:18][CH2:17][NH:16][CH2:15][CH2:14]1.CC([O-])(C)C.[Na+].CC1(C)C2C(=C(P(C3C=CC=CC=3)C3C=CC=CC=3)C=CC=2)OC2C(P(C3C=CC=CC=3)C3C=CC=CC=3)=CC=CC1=2. Given the product [C:22]([O:21][C:19]([N:13]1[CH2:18][CH2:17][N:16]([C:2]2[CH:3]=[C:4]([CH:10]=[CH:11][CH:12]=2)[C:5]([OH:7])=[O:6])[CH2:15][CH2:14]1)=[O:20])([CH3:25])([CH3:23])[CH3:24], predict the reactants needed to synthesize it. (4) Given the product [CH3:26][C:27]1[NH:31][C:30]2[CH:32]=[CH:33][C:34]([NH:36][C:2]3[C:3]4[NH:16][N:15]=[CH:14][C:4]=4[N:5]=[C:6]([C:8]4[CH:9]=[CH:10][CH:11]=[CH:12][CH:13]=4)[N:7]=3)=[CH:35][C:29]=2[N:28]=1, predict the reactants needed to synthesize it. The reactants are: Cl[C:2]1[C:3]2[C:4](=[CH:14][N:15](CC3C=CC(OC)=CC=3)[N:16]=2)[N:5]=[C:6]([C:8]2[CH:13]=[CH:12][CH:11]=[CH:10][CH:9]=2)[N:7]=1.[CH3:26][C:27]1[NH:31][C:30]2[CH:32]=[CH:33][C:34]([NH2:36])=[CH:35][C:29]=2[N:28]=1.Cl. (5) Given the product [C:23]([O:26][CH2:27][C:28]([NH:22][NH:21][C:19]([C:16]1[N:17]=[N:18][C:13]([N:11]2[CH2:12][CH:9]([O:8][C:3]3[CH:4]=[CH:5][CH:6]=[CH:7][C:2]=3[Br:1])[CH2:10]2)=[CH:14][CH:15]=1)=[O:20])=[O:29])(=[O:25])[CH3:24], predict the reactants needed to synthesize it. The reactants are: [Br:1][C:2]1[CH:7]=[CH:6][CH:5]=[CH:4][C:3]=1[O:8][CH:9]1[CH2:12][N:11]([C:13]2[N:18]=[N:17][C:16]([C:19]([NH:21][NH2:22])=[O:20])=[CH:15][CH:14]=2)[CH2:10]1.[C:23]([O:26][CH2:27][C:28](Cl)=[O:29])(=[O:25])[CH3:24].